Dataset: Full USPTO retrosynthesis dataset with 1.9M reactions from patents (1976-2016). Task: Predict the reactants needed to synthesize the given product. (1) Given the product [CH2:1]([O:8][CH2:9][C@@H:10]1[N:15]([C:16]([O:18][C:19]([CH3:22])([CH3:21])[CH3:20])=[O:17])[CH2:14][CH2:13][N:12]([CH2:23][C:24]2[CH:29]=[CH:28][C:27]([N:30]3[CH:34]=[CH:33][N:32]=[CH:31]3)=[CH:26][CH:25]=2)[C:11]1=[O:35])[C:2]1[CH:7]=[CH:6][CH:5]=[CH:4][CH:3]=1, predict the reactants needed to synthesize it. The reactants are: [CH2:1]([O:8][CH2:9][C@@H:10]1[N:15]([C:16]([O:18][C:19]([CH3:22])([CH3:21])[CH3:20])=[O:17])[CH:14]=[CH:13][N:12]([CH2:23][C:24]2[CH:29]=[CH:28][C:27]([N:30]3[CH:34]=[CH:33][N:32]=[CH:31]3)=[CH:26][CH:25]=2)[C:11]1=[O:35])[C:2]1[CH:7]=[CH:6][CH:5]=[CH:4][CH:3]=1. (2) The reactants are: [Cl:1][CH2:2][CH2:3][CH2:4][S:5]([NH2:8])(=[O:7])=[O:6].C(Cl)CCl.[C:13]([O:17][C:18]([NH:20][CH2:21][CH2:22][N:23]([CH3:52])[C@@H:24]1[CH2:31][N:30]2[C:32]3[CH:33]=[C:34]([C:45](O)=[O:46])[CH:35]=[CH:36][C:37]=3[C:38]([CH:39]3[CH2:44][CH2:43][CH2:42][CH2:41][CH2:40]3)=[C:29]2[C:28]2[CH:48]=[CH:49][CH:50]=[CH:51][C:27]=2[O:26][CH2:25]1)=[O:19])([CH3:16])([CH3:15])[CH3:14]. Given the product [C:13]([O:17][C:18](=[O:19])[NH:20][CH2:21][CH2:22][N:23]([C@@H:24]1[CH2:31][N:30]2[C:32]3[CH:33]=[C:34]([C:45]([NH:8][S:5]([CH2:4][CH2:3][CH2:2][Cl:1])(=[O:7])=[O:6])=[O:46])[CH:35]=[CH:36][C:37]=3[C:38]([CH:39]3[CH2:44][CH2:43][CH2:42][CH2:41][CH2:40]3)=[C:29]2[C:28]2[CH:48]=[CH:49][CH:50]=[CH:51][C:27]=2[O:26][CH2:25]1)[CH3:52])([CH3:16])([CH3:14])[CH3:15], predict the reactants needed to synthesize it. (3) Given the product [F:14][C:15]1[CH:16]=[C:17]([CH:20]=[CH:21][C:22]=1[O:13][C:8]1[C:9]2[C:4](=[C:3]([CH2:2][OH:1])[CH:12]=[CH:11][CH:10]=2)[CH:5]=[CH:6][CH:7]=1)[C:18]#[N:19], predict the reactants needed to synthesize it. The reactants are: [OH:1][CH2:2][C:3]1[CH:12]=[CH:11][CH:10]=[C:9]2[C:4]=1[CH:5]=[CH:6][CH:7]=[C:8]2[OH:13].[F:14][C:15]1[CH:16]=[C:17]([CH:20]=[CH:21][C:22]=1F)[C:18]#[N:19].C([O-])([O-])=O.[K+].[K+].